From a dataset of Reaction yield outcomes from USPTO patents with 853,638 reactions. Predict the reaction yield, written as a fraction of the theoretical maximum amount of product (1.0 means a 100% yield; for example, 0.34 means a 34% yield). (1) The reactants are O=P(Cl)(Cl)Cl.[Br:6][C:7]1[CH:8]=[N:9][C:10]2[N:11]([N:13]=[C:14]([CH3:16])[CH:15]=2)[CH:12]=1.CN([CH:20]=[O:21])C. No catalyst specified. The product is [Br:6][C:7]1[CH:8]=[N:9][C:10]2[N:11]([N:13]=[C:14]([CH3:16])[C:15]=2[CH:20]=[O:21])[CH:12]=1. The yield is 0.590. (2) The reactants are Br[C:2]1[CH:3]=[N:4][N:5]([CH2:16][CH3:17])[C:6]=1[C:7]1[CH:8]=[C:9]([C:12]([O:14][CH3:15])=[O:13])[S:10][CH:11]=1.[CH2:18]([Sn](CCCC)(CCCC)C=C)[CH2:19]CC. The catalyst is C1C=CC([P]([Pd]([P](C2C=CC=CC=2)(C2C=CC=CC=2)C2C=CC=CC=2)([P](C2C=CC=CC=2)(C2C=CC=CC=2)C2C=CC=CC=2)[P](C2C=CC=CC=2)(C2C=CC=CC=2)C2C=CC=CC=2)(C2C=CC=CC=2)C2C=CC=CC=2)=CC=1. The product is [CH:18]([C:2]1[CH:3]=[N:4][N:5]([CH2:16][CH3:17])[C:6]=1[C:7]1[CH:8]=[C:9]([C:12]([O:14][CH3:15])=[O:13])[S:10][CH:11]=1)=[CH2:19]. The yield is 0.760. (3) The reactants are [CH:1]1([O:6][C:7]2[CH:12]=[CH:11][C:10]([CH2:13][C:14](Cl)=[N:15][OH:16])=[CH:9][CH:8]=2)[CH2:5][CH2:4][CH2:3][CH2:2]1.[C:18]([C:20]1[C:21]([NH2:27])=[N:22][C:23]([NH2:26])=[CH:24][CH:25]=1)#[CH:19].C(N(CC)CC)C. The catalyst is O1CCCC1. The product is [CH:1]1([O:6][C:7]2[CH:12]=[CH:11][C:10]([CH2:13][C:14]3[CH:19]=[C:18]([C:20]4[C:21]([NH2:27])=[N:22][C:23]([NH2:26])=[CH:24][CH:25]=4)[O:16][N:15]=3)=[CH:9][CH:8]=2)[CH2:5][CH2:4][CH2:3][CH2:2]1. The yield is 0.310. (4) The reactants are C([O:4][C:5]1[C:6]([CH3:23])=[C:7]([CH3:22])[C:8]2[O:12][C:11]([CH3:13])=[C:10]([C:14]3[CH:19]=[CH:18][CH:17]=[CH:16][CH:15]=3)[C:9]=2[C:20]=1[CH3:21])(=O)C.[OH-].[Na+]. The product is [CH3:13][C:11]1[O:12][C:8]2[C:7]([CH3:22])=[C:6]([CH3:23])[C:5]([OH:4])=[C:20]([CH3:21])[C:9]=2[C:10]=1[C:14]1[CH:15]=[CH:16][CH:17]=[CH:18][CH:19]=1. The yield is 0.870. The catalyst is O1CCCC1.CO. (5) The reactants are Br[C:2]1[C:10]2[O:9][CH2:8][CH:7]([C:11]3[CH:16]=[CH:15][C:14]([CH:17]([CH3:19])[CH3:18])=[CH:13][CH:12]=3)[C:6]=2[C:5]([CH3:20])=[C:4]([NH:21][C:22](=[O:28])[CH2:23][C:24]([CH3:27])([CH3:26])[CH3:25])[C:3]=1[CH3:29].[C:30]1(B(O)O)[CH:35]=[CH:34][CH:33]=[CH:32][CH:31]=1.C(=O)([O-])[O-].[Na+].[Na+].COCCOC. The catalyst is C(OCC)(=O)C.C1(P(C2C=CC=CC=2)C2C=CC=CC=2)C=CC=CC=1.C1(P(C2C=CC=CC=2)C2C=CC=CC=2)C=CC=CC=1.C1(P(C2C=CC=CC=2)C2C=CC=CC=2)C=CC=CC=1.C1(P(C2C=CC=CC=2)C2C=CC=CC=2)C=CC=CC=1.[Pd]. The product is [CH:17]([C:14]1[CH:13]=[CH:12][C:11]([CH:7]2[C:6]3[C:5]([CH3:20])=[C:4]([NH:21][C:22](=[O:28])[CH2:23][C:24]([CH3:25])([CH3:27])[CH3:26])[C:3]([CH3:29])=[C:2]([C:30]4[CH:35]=[CH:34][CH:33]=[CH:32][CH:31]=4)[C:10]=3[O:9][CH2:8]2)=[CH:16][CH:15]=1)([CH3:18])[CH3:19]. The yield is 0.570. (6) The product is [Br:1][C:2]1[CH:11]=[CH:10][C:5]2[N:6]=[C:7]([N:9]3[C:16]([CH3:17])=[CH:15][CH:14]=[C:13]3[CH3:12])[S:8][C:4]=2[CH:3]=1. The reactants are [Br:1][C:2]1[CH:11]=[CH:10][C:5]2[N:6]=[C:7]([NH2:9])[S:8][C:4]=2[CH:3]=1.[CH3:12][C:13](=O)[CH2:14][CH2:15][C:16](=O)[CH3:17].CC1C=CC(S([O-])(=O)=O)=CC=1.C1C=C[NH+]=CC=1.O. The catalyst is C1C=CC=CC=1. The yield is 0.840. (7) The reactants are C(NC1N=C(S(C)=O)C(C(N)=O)=CN=1)(C)(C)C.Cl.N[C@H]1C[C@@H](O)C(C)(C)CC1.Cl.N[C@@H]1C[C@H](O)C(C)(C)CC1.CCN(C(C)C)C(C)C.C(O)(C(F)(F)F)=O.C(=O)(O)[O-].[C:60]([NH:64][C:65]1[N:70]=[C:69]([NH:71][C@@H:72]2[CH2:77][CH2:76][C:75]([CH3:79])([CH3:78])[C@H:74]([OH:80])[CH2:73]2)[C:68]([C:81]([NH2:83])=[O:82])=[CH:67][N:66]=1)([CH3:63])([CH3:62])[CH3:61]. The catalyst is CN(C=O)C. The product is [C:60]([NH:64][C:65]1[N:70]=[C:69]([NH:71][C@H:72]2[CH2:77][CH2:76][C:75]([CH3:78])([CH3:79])[C@@H:74]([OH:80])[CH2:73]2)[C:68]([C:81]([NH2:83])=[O:82])=[CH:67][N:66]=1)([CH3:61])([CH3:62])[CH3:63]. The yield is 0.760.